This data is from Forward reaction prediction with 1.9M reactions from USPTO patents (1976-2016). The task is: Predict the product of the given reaction. (1) Given the reactants C[O:2][C:3]1[CH:4]=[C:5]2[C:10](=[CH:11][CH:12]=1)[C:9](=[O:13])[NH:8][CH2:7][CH2:6]2.B(Br)(Br)Br, predict the reaction product. The product is: [OH:2][C:3]1[CH:4]=[C:5]2[C:10](=[CH:11][CH:12]=1)[C:9](=[O:13])[NH:8][CH2:7][CH2:6]2. (2) Given the reactants [F:1][C:2]([F:42])([F:41])[C:3]1[CH:8]=[CH:7][C:6]([C:9]2[CH:14]=[CH:13][C:12]([C:15]([NH:17][CH2:18][CH2:19][O:20][C:21]3[CH:26]=[CH:25][C:24]([CH2:27][CH:28]([O:34][C:35]4[CH:40]=[CH:39][CH:38]=[CH:37][CH:36]=4)[C:29]([O:31]CC)=[O:30])=[CH:23][CH:22]=3)=[O:16])=[CH:11][CH:10]=2)=[CH:5][CH:4]=1.[OH-].[Na+], predict the reaction product. The product is: [F:1][C:2]([F:41])([F:42])[C:3]1[CH:4]=[CH:5][C:6]([C:9]2[CH:10]=[CH:11][C:12]([C:15]([NH:17][CH2:18][CH2:19][O:20][C:21]3[CH:26]=[CH:25][C:24]([CH2:27][CH:28]([O:34][C:35]4[CH:36]=[CH:37][CH:38]=[CH:39][CH:40]=4)[C:29]([OH:31])=[O:30])=[CH:23][CH:22]=3)=[O:16])=[CH:13][CH:14]=2)=[CH:7][CH:8]=1. (3) Given the reactants C([O:3][C:4](=[O:24])[C@H:5]([CH3:23])[NH:6][C:7](=[O:22])[C@H:8]([CH3:21])[NH:9][C:10](=[O:20])[CH2:11][C:12]1[CH:17]=[C:16]([F:18])[CH:15]=[C:14]([F:19])[CH:13]=1)C.[Li+].[OH-], predict the reaction product. The product is: [F:18][C:16]1[CH:17]=[C:12]([CH2:11][C:10]([NH:9][C@H:8]([C:7]([NH:6][C@H:5]([C:4]([OH:24])=[O:3])[CH3:23])=[O:22])[CH3:21])=[O:20])[CH:13]=[C:14]([F:19])[CH:15]=1.